From a dataset of NCI-60 drug combinations with 297,098 pairs across 59 cell lines. Regression. Given two drug SMILES strings and cell line genomic features, predict the synergy score measuring deviation from expected non-interaction effect. (1) Drug 1: CCC(=C(C1=CC=CC=C1)C2=CC=C(C=C2)OCCN(C)C)C3=CC=CC=C3.C(C(=O)O)C(CC(=O)O)(C(=O)O)O. Drug 2: C1CCC(C(C1)N)N.C(=O)(C(=O)[O-])[O-].[Pt+4]. Cell line: HCC-2998. Synergy scores: CSS=30.7, Synergy_ZIP=-2.78, Synergy_Bliss=-2.75, Synergy_Loewe=-10.6, Synergy_HSA=-0.858. (2) Drug 1: COC1=CC(=CC(=C1O)OC)C2C3C(COC3=O)C(C4=CC5=C(C=C24)OCO5)OC6C(C(C7C(O6)COC(O7)C8=CC=CS8)O)O. Drug 2: CC12CCC3C(C1CCC2O)C(CC4=C3C=CC(=C4)O)CCCCCCCCCS(=O)CCCC(C(F)(F)F)(F)F. Cell line: K-562. Synergy scores: CSS=47.6, Synergy_ZIP=2.05, Synergy_Bliss=2.69, Synergy_Loewe=-8.26, Synergy_HSA=4.10. (3) Drug 1: CC1=C2C(C(=O)C3(C(CC4C(C3C(C(C2(C)C)(CC1OC(=O)C(C(C5=CC=CC=C5)NC(=O)OC(C)(C)C)O)O)OC(=O)C6=CC=CC=C6)(CO4)OC(=O)C)OC)C)OC. Drug 2: CC1=C(C=C(C=C1)C(=O)NC2=CC(=CC(=C2)C(F)(F)F)N3C=C(N=C3)C)NC4=NC=CC(=N4)C5=CN=CC=C5. Cell line: NCI-H522. Synergy scores: CSS=35.6, Synergy_ZIP=3.28, Synergy_Bliss=4.33, Synergy_Loewe=-34.9, Synergy_HSA=2.20. (4) Synergy scores: CSS=37.3, Synergy_ZIP=6.38, Synergy_Bliss=8.54, Synergy_Loewe=2.21, Synergy_HSA=9.00. Drug 1: CC(C1=C(C=CC(=C1Cl)F)Cl)OC2=C(N=CC(=C2)C3=CN(N=C3)C4CCNCC4)N. Cell line: OVCAR-5. Drug 2: C1=CN(C(=O)N=C1N)C2C(C(C(O2)CO)O)O.Cl. (5) Drug 1: C1=CC(=CC=C1C#N)C(C2=CC=C(C=C2)C#N)N3C=NC=N3. Drug 2: CN(CC1=CN=C2C(=N1)C(=NC(=N2)N)N)C3=CC=C(C=C3)C(=O)NC(CCC(=O)O)C(=O)O. Cell line: SNB-19. Synergy scores: CSS=71.3, Synergy_ZIP=26.8, Synergy_Bliss=25.2, Synergy_Loewe=1.72, Synergy_HSA=23.8. (6) Synergy scores: CSS=53.4, Synergy_ZIP=-2.35, Synergy_Bliss=-2.79, Synergy_Loewe=-8.65, Synergy_HSA=3.32. Drug 1: C1=NC2=C(N1)C(=S)N=C(N2)N. Cell line: U251. Drug 2: C1C(C(OC1N2C=C(C(=O)NC2=O)F)CO)O.